Dataset: Forward reaction prediction with 1.9M reactions from USPTO patents (1976-2016). Task: Predict the product of the given reaction. Given the reactants OC(C(F)(F)F)=O.[NH:8]1[CH2:11][CH:10]([NH:12][C:13](=[O:30])[CH2:14][NH:15][C:16]2[C:24]3[C:19](=[CH:20][CH:21]=[C:22]([C:25]([F:28])([F:27])[F:26])[CH:23]=3)[N:18]([CH3:29])[N:17]=2)[CH2:9]1.[CH2:31]([O:33][CH2:34][CH:35]1[CH2:40][CH2:39][C:38](=O)[CH2:37][CH2:36]1)[CH3:32], predict the reaction product. The product is: [CH2:31]([O:33][CH2:34][CH:35]1[CH2:40][CH2:39][CH:38]([N:8]2[CH2:9][CH:10]([NH:12][C:13](=[O:30])[CH2:14][NH:15][C:16]3[C:24]4[C:19](=[CH:20][CH:21]=[C:22]([C:25]([F:27])([F:26])[F:28])[CH:23]=4)[N:18]([CH3:29])[N:17]=3)[CH2:11]2)[CH2:37][CH2:36]1)[CH3:32].